Task: Predict the reaction yield, written as a fraction of the theoretical maximum amount of product (1.0 means a 100% yield; for example, 0.34 means a 34% yield).. Dataset: Reaction yield outcomes from USPTO patents with 853,638 reactions The product is [N:17]1[CH:18]=[CH:19][N:20]=[CH:21][C:16]=1[NH:15][C:13]([N:7]1[C@@H:8]2[CH2:12][N:11]([CH2:10][CH2:9]2)[C:5]2[CH:4]=[CH:3][C:2]([N:28]3[CH2:29][CH2:30][CH:25]([C:24]([F:32])([F:31])[F:23])[CH2:26][CH2:27]3)=[N:22][C:6]1=2)=[O:14]. The yield is 0.221. The reactants are Cl[C:2]1[CH:3]=[CH:4][C:5]2[N:11]3[CH2:12][C@H:8]([CH2:9][CH2:10]3)[N:7]([C:13]([NH:15][C:16]3[CH:21]=[N:20][CH:19]=[CH:18][N:17]=3)=[O:14])[C:6]=2[N:22]=1.[F:23][C:24]([F:32])([F:31])[CH:25]1[CH2:30][CH2:29][NH:28][CH2:27][CH2:26]1.C([O-])([O-])=O.[Cs+].[Cs+].CC(C1C=C(C(C)C)C(C2C=CC=CC=2P(C2CCCCC2)C2CCCCC2)=C(C(C)C)C=1)C. The catalyst is O1CCOCC1.C([O-])(=O)C.[Pd+2].C([O-])(=O)C.C(OCC)(=O)C.O.